Dataset: Forward reaction prediction with 1.9M reactions from USPTO patents (1976-2016). Task: Predict the product of the given reaction. (1) Given the reactants Cl.[F:2][C:3]1([F:28])[CH2:5][CH:4]1[CH2:6][O:7][C:8]1[CH:9]=[C:10]2[C:15](=[CH:16][CH:17]=1)[CH2:14][N:13]([CH2:18][C:19]1[CH:24]=[CH:23][C:22]([C@@H:25]([NH2:27])[CH3:26])=[CH:21][CH:20]=1)[CH2:12][CH2:11]2.[CH2:29]([N:31]=[C:32]=[O:33])[CH3:30], predict the reaction product. The product is: [F:28][C:3]1([F:2])[CH2:5][CH:4]1[CH2:6][O:7][C:8]1[CH:9]=[C:10]2[C:15](=[CH:16][CH:17]=1)[CH2:14][N:13]([CH2:18][C:19]1[CH:20]=[CH:21][C:22]([C@@H:25]([NH:27][C:32]([NH:31][CH2:29][CH3:30])=[O:33])[CH3:26])=[CH:23][CH:24]=1)[CH2:12][CH2:11]2. (2) Given the reactants [CH3:1][C:2]1[C:11]2[C:6](=[CH:7][CH:8]=[CH:9][CH:10]=2)[C:5]([C:12](Cl)=[O:13])=[CH:4][CH:3]=1.[Cl:15][C:16]1[CH:24]=[C:23]([Cl:25])[CH:22]=[C:21]2[C:17]=1[CH:18]=[C:19]([CH3:34])[N:20]2[CH2:26][CH2:27][N:28]1[CH2:33][CH2:32][O:31][CH2:30][CH2:29]1.[Cl-].[Cl-].C([Al+2])C, predict the reaction product. The product is: [Cl:15][C:16]1[CH:24]=[C:23]([Cl:25])[CH:22]=[C:21]2[C:17]=1[C:18]([C:12]([C:5]1[C:6]3[C:11](=[CH:10][CH:9]=[CH:8][CH:7]=3)[C:2]([CH3:1])=[CH:3][CH:4]=1)=[O:13])=[C:19]([CH3:34])[N:20]2[CH2:26][CH2:27][N:28]1[CH2:29][CH2:30][O:31][CH2:32][CH2:33]1. (3) The product is: [Br:8][C:6]1[CH:7]=[C:2]([N:1]2[CH2:32][CH2:31][O:30][CH2:29][CH2:28]2)[C:3]([NH:10][C:11](=[O:17])[CH2:12][C:13]([CH3:14])([CH3:16])[CH3:15])=[C:4]([CH3:9])[CH:5]=1. Given the reactants [NH2:1][C:2]1[CH:7]=[C:6]([Br:8])[CH:5]=[C:4]([CH3:9])[C:3]=1[NH:10][C:11](=[O:17])[CH2:12][C:13]([CH3:16])([CH3:15])[CH3:14].C(N(CC)C(C)C)(C)C.Br[CH2:28][CH2:29][O:30][CH2:31][CH2:32]Br.C(=O)(O)[O-].[Na+], predict the reaction product. (4) Given the reactants [NH2:1][C:2]1[CH:7]=[C:6]([O:8][C:9]2[CH:10]=[CH:11][C:12]([NH:15][C:16]([C:18]3[C:22](=[O:23])[N:21]([C:24]4[CH:29]=[CH:28][CH:27]=[CH:26][CH:25]=4)[N:20]4[CH2:30][CH2:31][CH2:32][C:19]=34)=[O:17])=[N:13][CH:14]=2)[CH:5]=[CH:4][N:3]=1.N1C=CC=CC=1.[CH:39]1([C:42](Cl)=[O:43])[CH2:41][CH2:40]1, predict the reaction product. The product is: [CH:39]1([C:42]([NH:1][C:2]2[CH:7]=[C:6]([O:8][C:9]3[CH:10]=[CH:11][C:12]([NH:15][C:16]([C:18]4[C:22](=[O:23])[N:21]([C:24]5[CH:25]=[CH:26][CH:27]=[CH:28][CH:29]=5)[N:20]5[CH2:30][CH2:31][CH2:32][C:19]=45)=[O:17])=[N:13][CH:14]=3)[CH:5]=[CH:4][N:3]=2)=[O:43])[CH2:41][CH2:40]1. (5) The product is: [CH3:22][O:21][C:15]1[N:16]=[C:17]([O:19][CH3:20])[N:18]=[C:13]([CH:5]2[C:4]3[C:8](=[CH:9][CH:10]=[C:2]([F:1])[CH:3]=3)[NH:7][C:6]2=[O:11])[N:14]=1. Given the reactants [F:1][C:2]1[CH:3]=[C:4]2[C:8](=[CH:9][CH:10]=1)[NH:7][C:6](=[O:11])[CH2:5]2.Cl[C:13]1[N:18]=[C:17]([O:19][CH3:20])[N:16]=[C:15]([O:21][CH3:22])[N:14]=1, predict the reaction product. (6) The product is: [S:31]([OH:35])(=[O:33])(=[O:32])[CH3:34].[S:31]([OH:35])(=[O:33])(=[O:32])[CH3:34].[NH2:10][CH2:9][C@H:8]([C:5]1[CH:6]=[CH:7][C:2]([Cl:1])=[CH:3][CH:4]=1)[C:18]([NH:20][C:21]1[CH:22]=[C:23]2[C:28](=[CH:29][CH:30]=1)[CH:27]=[N:26][CH:25]=[CH:24]2)=[O:19]. Given the reactants [Cl:1][C:2]1[CH:7]=[CH:6][C:5]([C@H:8]([C:18]([NH:20][C:21]2[CH:22]=[C:23]3[C:28](=[CH:29][CH:30]=2)[CH:27]=[N:26][CH:25]=[CH:24]3)=[O:19])[CH2:9][NH:10]C(=O)OC(C)(C)C)=[CH:4][CH:3]=1.[S:31]([OH:35])([CH3:34])(=[O:33])=[O:32], predict the reaction product. (7) Given the reactants [Cl:1][C:2]1[S:6][C:5]([C:7]([NH:9][C@@H:10]([CH2:23][C:24]2[CH:29]=[CH:28][CH:27]=[CH:26][C:25]=2[C:30]([F:33])([F:32])[F:31])[CH2:11][N:12]2C(=O)C3C(=CC=CC=3)C2=O)=[O:8])=[CH:4][C:3]=1[C:34]1[N:38]([CH2:39][CH3:40])[N:37]=[CH:36][CH:35]=1.NN.[CH3:43][OH:44].C1C[O:48]CC1, predict the reaction product. The product is: [C:43]([OH:48])([C:30]([F:33])([F:32])[F:31])=[O:44].[NH2:12][CH2:11][C@@H:10]([NH:9][C:7]([C:5]1[S:6][C:2]([Cl:1])=[C:3]([C:34]2[N:38]([CH2:39][CH3:40])[N:37]=[CH:36][CH:35]=2)[CH:4]=1)=[O:8])[CH2:23][C:24]1[CH:29]=[CH:28][CH:27]=[CH:26][C:25]=1[C:30]([F:33])([F:32])[F:31]. (8) Given the reactants [NH2:1][CH:2]([CH2:12][C:13]1[CH:18]=[CH:17][CH:16]=[C:15]([O:19][C:20]2[CH:25]=[CH:24][CH:23]=[CH:22][CH:21]=2)[CH:14]=1)[CH:3]([C:5]1[CH:10]=[CH:9][C:8]([F:11])=[CH:7][CH:6]=1)[OH:4].[C:26]1([CH2:32][CH2:33][C:34](Cl)=[O:35])[CH:31]=[CH:30][CH:29]=[CH:28][CH:27]=1.C(=O)([O-])O.[Na+], predict the reaction product. The product is: [F:11][C:8]1[CH:7]=[CH:6][C:5]([CH:3]([OH:4])[CH:2]([NH:1][C:34](=[O:35])[CH2:33][CH2:32][C:26]2[CH:31]=[CH:30][CH:29]=[CH:28][CH:27]=2)[CH2:12][C:13]2[CH:18]=[CH:17][CH:16]=[C:15]([O:19][C:20]3[CH:25]=[CH:24][CH:23]=[CH:22][CH:21]=3)[CH:14]=2)=[CH:10][CH:9]=1. (9) Given the reactants C([SiH](CC)CC)C.[Br:8][C:9]1[CH:10]=[C:11]([CH:15]([C:17]2[S:18][C:19]([CH2:22]C)=[CH:20][CH:21]=2)O)[CH:12]=[CH:13][CH:14]=1.C(=O)([O-])[O-].[K+].[K+], predict the reaction product. The product is: [Br:8][C:9]1[CH:10]=[C:11]([CH:12]=[CH:13][CH:14]=1)[CH2:15][C:17]1[S:18][C:19]([CH3:22])=[CH:20][CH:21]=1. (10) Given the reactants [CH2:1]([O:8][C:9]1[CH:10]=[CH:11][C:12]([Br:16])=[C:13]([CH:15]=1)[NH2:14])[C:2]1[CH:7]=[CH:6][CH:5]=[CH:4][CH:3]=1.[O:17]1[CH2:21][CH2:20][CH:19]([C:22](O)=[O:23])[CH2:18]1, predict the reaction product. The product is: [CH2:1]([O:8][C:9]1[CH:10]=[CH:11][C:12]([Br:16])=[C:13]([NH:14][C:22]([CH:19]2[CH2:20][CH2:21][O:17][CH2:18]2)=[O:23])[CH:15]=1)[C:2]1[CH:3]=[CH:4][CH:5]=[CH:6][CH:7]=1.